Predict the reaction yield, written as a fraction of the theoretical maximum amount of product (1.0 means a 100% yield; for example, 0.34 means a 34% yield). From a dataset of Reaction yield outcomes from USPTO patents with 853,638 reactions. The reactants are [Br:1][C:2]1[CH:3]=[C:4]([C:9]#[N:10])[C:5](=[O:8])[NH:6][CH:7]=1.C(=O)([O-])[O-].[K+].[K+].Cl[CH2:18][C:19]([O:21][CH3:22])=[O:20].CN(C=O)C. The catalyst is C1COCC1. The product is [Br:1][C:2]1[CH:3]=[C:4]([C:9]#[N:10])[C:5](=[O:8])[N:6]([CH2:18][C:19]([O:21][CH3:22])=[O:20])[CH:7]=1. The yield is 0.740.